Dataset: Reaction yield outcomes from USPTO patents with 853,638 reactions. Task: Predict the reaction yield, written as a fraction of the theoretical maximum amount of product (1.0 means a 100% yield; for example, 0.34 means a 34% yield). (1) The reactants are [N:1]1([C:6]2[CH:13]=[CH:12][C:9]([CH:10]=O)=[CH:8][CH:7]=2)[CH:5]=[N:4][CH:3]=[N:2]1.[C:14]([O-])([O-])=O.[K+].[K+]. The catalyst is O1CCOCC1.[Br-].C[P+](C1C=CC=CC=1)(C1C=CC=CC=1)C1C=CC=CC=1. The product is [CH:10]([C:9]1[CH:12]=[CH:13][C:6]([N:1]2[CH:5]=[N:4][CH:3]=[N:2]2)=[CH:7][CH:8]=1)=[CH2:14]. The yield is 0.630. (2) The catalyst is C(Cl)Cl. The reactants are [CH2:1]([O:3][P:4]([C:9]1[CH:14]=[CH:13][C:12]([N+:15]([O-])=O)=[CH:11][CH:10]=1)(=[O:8])[O:5][CH2:6][CH3:7])[CH3:2].Cl[Sn]Cl.C([O-])([O-])=O.[Na+].[Na+]. The product is [CH2:6]([O:5][P:4]([C:9]1[CH:10]=[CH:11][C:12]([NH2:15])=[CH:13][CH:14]=1)(=[O:8])[O:3][CH2:1][CH3:2])[CH3:7]. The yield is 0.880.